Dataset: TCR-epitope binding with 47,182 pairs between 192 epitopes and 23,139 TCRs. Task: Binary Classification. Given a T-cell receptor sequence (or CDR3 region) and an epitope sequence, predict whether binding occurs between them. (1) The epitope is NLSALGIFST. The TCR CDR3 sequence is CASSLSYEQYF. Result: 0 (the TCR does not bind to the epitope). (2) The epitope is FLKEKGGL. The TCR CDR3 sequence is CASSLYSGADQPQHF. Result: 0 (the TCR does not bind to the epitope).